This data is from Full USPTO retrosynthesis dataset with 1.9M reactions from patents (1976-2016). The task is: Predict the reactants needed to synthesize the given product. (1) Given the product [NH2:21][C:22]1[N:27]=[C:26]([NH2:28])[C:25]([C:29]#[N:30])=[C:24]([NH:20][C@H:18]([C:8]2[N:7]=[C:6]3[CH:5]=[CH:4][N:3]([CH3:2])[C:11]3=[CH:10][C:9]=2[C:12]2[CH:17]=[CH:16][CH:15]=[CH:14][N:13]=2)[CH3:19])[N:23]=1, predict the reactants needed to synthesize it. The reactants are: Cl.[CH3:2][N:3]1[C:11]2[C:6](=[N:7][C:8]([C@@H:18]([NH2:20])[CH3:19])=[C:9]([C:12]3[CH:17]=[CH:16][CH:15]=[CH:14][N:13]=3)[CH:10]=2)[CH:5]=[CH:4]1.[NH2:21][C:22]1[N:27]=[C:26]([NH2:28])[C:25]([C:29]#[N:30])=[C:24](Cl)[N:23]=1.C(N(C(C)C)C(C)C)C. (2) The reactants are: [O:1]1[C:5]2[CH:6]=[CH:7][CH:8]=[CH:9][C:4]=2[N:3]=[C:2]1[S:10][CH2:11][CH2:12][N:13]1[CH2:18][CH2:17][N:16]([CH2:19][C:20]([NH:22][C:23]2[C:24]([O:36][CH2:37][CH2:38][O:39][CH3:40])=[N:25][C:26]([CH3:35])=[CH:27][C:28]=2[O:29][CH2:30][C:31]([F:34])([F:33])[F:32])=[O:21])[CH2:15][CH2:14]1.[ClH:41].N1C=CC=CC=1. Given the product [ClH:41].[O:1]1[C:5]2[CH:6]=[CH:7][CH:8]=[CH:9][C:4]=2[N:3]=[C:2]1[S:10][CH2:11][CH2:12][N:13]1[CH2:18][CH2:17][N:16]([CH2:19][C:20]([NH:22][C:23]2[C:24]([O:36][CH2:37][CH2:38][O:39][CH3:40])=[N:25][C:26]([CH3:35])=[CH:27][C:28]=2[O:29][CH2:30][C:31]([F:32])([F:33])[F:34])=[O:21])[CH2:15][CH2:14]1, predict the reactants needed to synthesize it. (3) Given the product [CH3:33][O:16][C:9]1([C:6]2[CH:7]=[CH:8][C:3]([C:2]([F:29])([F:1])[F:30])=[CH:4][C:5]=2[CH2:17][O:18][Si:19]([CH:26]([CH3:28])[CH3:27])([CH:23]([CH3:24])[CH3:25])[CH:20]([CH3:22])[CH3:21])[CH2:15][CH2:14][CH2:13][CH2:12][CH2:11][CH2:10]1, predict the reactants needed to synthesize it. The reactants are: [F:1][C:2]([F:30])([F:29])[C:3]1[CH:8]=[CH:7][C:6]([C:9]2([OH:16])[CH2:15][CH2:14][CH2:13][CH2:12][CH2:11][CH2:10]2)=[C:5]([CH2:17][O:18][Si:19]([CH:26]([CH3:28])[CH3:27])([CH:23]([CH3:25])[CH3:24])[CH:20]([CH3:22])[CH3:21])[CH:4]=1.[H-].[Na+].[CH3:33]I. (4) Given the product [Br:14][C:15]1[CH:20]=[CH:19][C:18]([O:21][C:2]2[CH:10]=[C:9]([F:11])[C:8]([O:12][CH3:13])=[CH:7][C:3]=2[C:4]([OH:6])=[O:5])=[CH:17][CH:16]=1, predict the reactants needed to synthesize it. The reactants are: Br[C:2]1[CH:10]=[C:9]([F:11])[C:8]([O:12][CH3:13])=[CH:7][C:3]=1[C:4]([OH:6])=[O:5].[Br:14][C:15]1[CH:20]=[CH:19][C:18]([OH:21])=[CH:17][CH:16]=1.C([O-])([O-])=O.[Cs+].[Cs+]. (5) Given the product [Cl:1][C:2]1[N:12]=[C:9]2[CH:8]=[CH:7][CH:6]=[N:11][N:10]2[CH:3]=1, predict the reactants needed to synthesize it. The reactants are: [Cl:1][CH2:2][CH:3]=O.Cl[C:6]1[N:11]=[N:10][C:9]([NH2:12])=[CH:8][CH:7]=1.C([O-])(O)=O.[Na+].Cl. (6) Given the product [CH3:1][C:2]1[CH:3]=[CH:4][CH:5]=[C:6]2[C:10]=1[N:9]([CH2:20][CH2:19][N:18]1[CH2:13][CH2:14][O:15][CH2:16][CH2:17]1)[CH:8]=[CH:7]2, predict the reactants needed to synthesize it. The reactants are: [CH3:1][C:2]1[CH:3]=[CH:4][CH:5]=[C:6]2[C:10]=1[NH:9][CH:8]=[CH:7]2.[H-].[Na+].[CH2:13]1[N:18]([CH2:19][CH2:20]Br)[CH2:17][CH2:16][O:15][CH2:14]1. (7) Given the product [Cl:16][C:13]1[CH:14]=[CH:15][C:10]([O:9][CH3:8])=[C:11]([CH2:17][CH2:18][NH2:19])[CH:12]=1, predict the reactants needed to synthesize it. The reactants are: Cl[Si](C)(C)C.[BH4-].[Li+].[CH3:8][O:9][C:10]1[CH:15]=[CH:14][C:13]([Cl:16])=[CH:12][C:11]=1[CH2:17][C:18]#[N:19].